This data is from Forward reaction prediction with 1.9M reactions from USPTO patents (1976-2016). The task is: Predict the product of the given reaction. (1) Given the reactants [Cl:1][C:2]1[CH:7]=[C:6]([Cl:8])[CH:5]=[CH:4][C:3]=1[C:9]1[N:13]2[N:14]=[C:15]([CH3:26])[CH:16]=[C:17]([N:18]3[CH2:23][CH:22]=[C:21]([C:24]#[N:25])[CH2:20][CH2:19]3)[C:12]2=[CH:11][C:10]=1[CH3:27].[OH:28]S(O)(=O)=O.C([O-])(O)=O.[Na+].CO.C(Cl)Cl, predict the reaction product. The product is: [Cl:1][C:2]1[CH:7]=[C:6]([Cl:8])[CH:5]=[CH:4][C:3]=1[C:9]1[N:13]2[N:14]=[C:15]([CH3:26])[CH:16]=[C:17]([N:18]3[CH2:19][CH:20]=[C:21]([C:24]([NH2:25])=[O:28])[CH2:22][CH2:23]3)[C:12]2=[CH:11][C:10]=1[CH3:27]. (2) Given the reactants N1(C(N2C=CN=C2)=O)C=CN=C1.[C:13]([OH:17])(=O)[C:14]#[CH:15].[O:18]=[C:19]([C:26]1[CH:31]=[CH:30][CH:29]=[CH:28][CH:27]=1)[CH2:20][C:21](=[NH:25])[O:22][CH2:23][CH3:24].C(OCC)(=O)C, predict the reaction product. The product is: [C:19]([C:20]1[CH:15]=[CH:14][C:13](=[O:17])[NH:25][C:21]=1[O:22][CH2:23][CH3:24])(=[O:18])[C:26]1[CH:31]=[CH:30][CH:29]=[CH:28][CH:27]=1.